From a dataset of Full USPTO retrosynthesis dataset with 1.9M reactions from patents (1976-2016). Predict the reactants needed to synthesize the given product. (1) Given the product [CH3:34][N:35]([CH3:39])[CH2:36][CH2:37][NH:38][C:24]([C:19]1[NH:20][C:21]2[C:17]([C:18]=1[C:27]1[CH:32]=[CH:31][CH:30]=[CH:29][C:28]=1[CH3:33])=[CH:16][C:15]([NH:14][S:11]([C:8]1[CH:7]=[CH:6][C:5]([C:1]([CH3:4])([CH3:2])[CH3:3])=[CH:10][CH:9]=1)(=[O:13])=[O:12])=[CH:23][CH:22]=2)=[O:26], predict the reactants needed to synthesize it. The reactants are: [C:1]([C:5]1[CH:10]=[CH:9][C:8]([S:11]([NH:14][C:15]2[CH:16]=[C:17]3[C:21](=[CH:22][CH:23]=2)[NH:20][C:19]([C:24]([OH:26])=O)=[C:18]3[C:27]2[CH:32]=[CH:31][CH:30]=[CH:29][C:28]=2[CH3:33])(=[O:13])=[O:12])=[CH:7][CH:6]=1)([CH3:4])([CH3:3])[CH3:2].[CH3:34][N:35]([CH3:39])[CH2:36][CH2:37][NH2:38]. (2) Given the product [CH:13]1([NH:16][C:3]2[N:2]([CH3:1])[C:10]3[C:5]([CH:4]=2)=[CH:6][CH:7]=[CH:8][CH:9]=3)[CH2:15][CH2:14]1, predict the reactants needed to synthesize it. The reactants are: [CH3:1][N:2]1[C:10]2[C:5](=[CH:6][CH:7]=[CH:8][CH:9]=2)[CH:4]=[C:3]1C=O.[CH:13]1([NH2:16])[CH2:15][CH2:14]1.C(O)(=O)C. (3) Given the product [Br:1][C:2]1[CH:7]=[CH:6][C:5]([O:8][CH2:17][CH:18]([O:22][CH2:23][CH3:24])[O:19][CH2:20][CH3:21])=[C:4]([Cl:9])[CH:3]=1, predict the reactants needed to synthesize it. The reactants are: [Br:1][C:2]1[CH:7]=[CH:6][C:5]([OH:8])=[C:4]([Cl:9])[CH:3]=1.C([O-])([O-])=O.[K+].[K+].Br[CH2:17][CH:18]([O:22][CH2:23][CH3:24])[O:19][CH2:20][CH3:21].O. (4) Given the product [CH:1]1([NH:4][C@H:12]2[CH2:17][CH2:16][N:15]([C:20]3[CH:25]=[CH:24][C:23]([C:26]([F:29])([F:28])[F:27])=[CH:22][N:21]=3)[CH2:14][C@H:13]2[F:18])[CH2:2][CH2:3]1, predict the reactants needed to synthesize it. The reactants are: [CH:1]1([N:4]([C@H:12]2[CH2:17][CH2:16][NH:15][CH2:14][C@H:13]2[F:18])C(=O)OC(C)(C)C)[CH2:3][CH2:2]1.Cl[C:20]1[CH:25]=[CH:24][C:23]([C:26]([F:29])([F:28])[F:27])=[CH:22][N:21]=1.C(N)(OC(C)(C)C)=O.FC(F)(F)C(O)=O. (5) The reactants are: [C:1]1([CH2:7][O:8][C:9]2[CH:17]=[CH:16][CH:15]=[CH:14][C:10]=2[C:11]([OH:13])=[O:12])[CH:6]=[CH:5][CH:4]=[CH:3][CH:2]=1.[Br:18][CH2:19][CH2:20][CH2:21]O.Cl.CN(C)CCCN=C=NCC. Given the product [C:1]1([CH2:7][O:8][C:9]2[CH:17]=[CH:16][CH:15]=[CH:14][C:10]=2[C:11]([O:13][CH2:21][CH2:20][CH2:19][Br:18])=[O:12])[CH:2]=[CH:3][CH:4]=[CH:5][CH:6]=1, predict the reactants needed to synthesize it. (6) Given the product [CH3:4][N:3]1[CH2:20][CH:19]=[C:6]([C:2]2[CH:7]=[C:6]([O:8][CH:9]([CH3:11])[CH3:10])[C:5]([N+:12]([O-:14])=[O:13])=[CH:4][N:3]=2)[CH2:7][CH2:2]1, predict the reactants needed to synthesize it. The reactants are: Cl[C:2]1[CH:7]=[C:6]([O:8][CH:9]([CH3:11])[CH3:10])[C:5]([N+:12]([O-:14])=[O:13])=[CH:4][N:3]=1.O1[CH2:20][CH2:19]OCC1. (7) Given the product [Cl:1][C:2]1[CH:3]=[C:4]([NH:11][C:12]2[CH:13]=[CH:14][C:15]([NH:18][C:19](=[O:20])[O:21][C:22]([CH3:25])([CH3:24])[CH3:23])=[CH:16][CH:17]=2)[C:5]2[N:6]([CH:8]=[CH:9][N:10]=2)[N:7]=1, predict the reactants needed to synthesize it. The reactants are: [Cl:1][C:2]1[CH:3]=[C:4]([NH:11][C:12]2[CH:17]=[CH:16][C:15]([NH2:18])=[CH:14][CH:13]=2)[C:5]2[N:6]([CH:8]=[CH:9][N:10]=2)[N:7]=1.[C:19](O[C:19]([O:21][C:22]([CH3:25])([CH3:24])[CH3:23])=[O:20])([O:21][C:22]([CH3:25])([CH3:24])[CH3:23])=[O:20]. (8) Given the product [CH3:1][NH:2][CH2:4][CH:5]([P:14](=[O:17])([CH3:16])[CH3:15])[O:6][Si:7]([C:10]([CH3:13])([CH3:12])[CH3:11])([CH3:9])[CH3:8], predict the reactants needed to synthesize it. The reactants are: [CH3:1][NH2:2].Cl[CH2:4][CH:5]([P:14](=[O:17])([CH3:16])[CH3:15])[O:6][Si:7]([C:10]([CH3:13])([CH3:12])[CH3:11])([CH3:9])[CH3:8]. (9) Given the product [OH:15][CH2:14][C@H:10]1[CH2:11][CH2:12][CH2:13][N:8]([C:6]([O:5][C:2]([CH3:4])([CH3:3])[CH3:1])=[O:7])[C@H:9]1[CH3:17], predict the reactants needed to synthesize it. The reactants are: [CH3:1][C:2]([O:5][C:6]([N:8]1[CH2:13][CH2:12][CH2:11][C@H:10]([C:14](O)=[O:15])[C@@H:9]1[CH3:17])=[O:7])([CH3:4])[CH3:3].CN1CCOCC1.ClC(OCC)=O.[BH4-].[Na+]. (10) Given the product [C:20]1([CH2:26][C:27]([NH:30][C@H:31]([C:37]([OH:39])=[O:38])[CH2:32][CH2:33][C:34](=[O:36])[NH2:35])=[O:28])[CH:25]=[CH:24][CH:23]=[CH:22][CH:21]=1, predict the reactants needed to synthesize it. The reactants are: C1(CC(N[C@H](C(=O)N)CCC(O)=O)=O)C=CC=CC=1.[C:20]1([CH2:26][C:27](Cl)=[O:28])[CH:25]=[CH:24][CH:23]=[CH:22][CH:21]=1.[NH2:30][C@H:31]([C:37]([OH:39])=[O:38])[CH2:32][CH2:33][C:34](=[O:36])[NH2:35].